This data is from Forward reaction prediction with 1.9M reactions from USPTO patents (1976-2016). The task is: Predict the product of the given reaction. (1) Given the reactants C([O-])([O-])=O.[K+].[K+].Br[CH2:8][C:9]([O:11][CH3:12])=[O:10].[C:13]([O:17][C:18]([N:20]1[C:25]2[CH:26]=[C:27]([Cl:31])[C:28]([OH:30])=[CH:29][C:24]=2[O:23][CH:22]([C:32]([N:34]2[CH2:39][CH2:38][C:37]([C:48]#[N:49])([CH2:40][C:41]3[CH:46]=[CH:45][C:44]([F:47])=[CH:43][CH:42]=3)[CH2:36][CH2:35]2)=[O:33])[CH2:21]1)=[O:19])([CH3:16])([CH3:15])[CH3:14], predict the reaction product. The product is: [C:13]([O:17][C:18]([N:20]1[C:25]2[CH:26]=[C:27]([Cl:31])[C:28]([O:30][CH2:8][C:9]([O:11][CH3:12])=[O:10])=[CH:29][C:24]=2[O:23][CH:22]([C:32]([N:34]2[CH2:39][CH2:38][C:37]([C:48]#[N:49])([CH2:40][C:41]3[CH:42]=[CH:43][C:44]([F:47])=[CH:45][CH:46]=3)[CH2:36][CH2:35]2)=[O:33])[CH2:21]1)=[O:19])([CH3:16])([CH3:14])[CH3:15]. (2) Given the reactants [Cl:1][C:2]1[C:3]2[CH:11]=[CH:10][NH:9][C:4]=2[N:5]=[C:6]([CH3:8])[N:7]=1.[I:12]N1C(=O)CCC1=O, predict the reaction product. The product is: [Cl:1][C:2]1[C:3]2[C:11]([I:12])=[CH:10][NH:9][C:4]=2[N:5]=[C:6]([CH3:8])[N:7]=1. (3) Given the reactants [CH3:1][C:2]1[C:10]2[N:9](S(C3C=CC(C)=CC=3)(=O)=O)[CH:8]=[CH:7][C:6]=2[C:5]([C:21]([C:23]2[N:27](COCC[Si](C)(C)C)[C:26]3[CH:36]=[CH:37][C:38]([C:40]#[N:41])=[CH:39][C:25]=3[N:24]=2)=[O:22])=[C:4]([C:42]([F:45])([F:44])[F:43])[CH:3]=1.[CH3:46]C1C2N(S(C3C=CC(C)=CC=3)(=O)=O)C=CC=2C(C(C2N(COCC[Si](C)(C)C)C3C=C(C#N)C=CC=3N=2)=O)=C(C(F)(F)F)C=1, predict the reaction product. The product is: [OH:22][C:21]([C:23]1[NH:27][C:26]2[CH:36]=[CH:37][C:38]([C:40]#[N:41])=[CH:39][C:25]=2[N:24]=1)([C:5]1[C:4]([C:42]([F:43])([F:44])[F:45])=[CH:3][C:2]([CH3:1])=[C:10]2[C:6]=1[CH:7]=[CH:8][NH:9]2)[CH3:46]. (4) Given the reactants [CH2:1]([O:3][CH:4]([CH3:7])[CH2:5][NH2:6])[CH3:2].C([N:16]=[C:17]=[S:18])(=O)C1C=CC=CC=1.C(=O)([O-])[O-].[K+].[K+].S(=O)(=O)(O)O, predict the reaction product. The product is: [CH2:1]([O:3][CH:4]([CH3:7])[CH2:5][NH:6][C:17]([NH2:16])=[S:18])[CH3:2]. (5) Given the reactants [C:1]([C:3]1[CH:4]=[C:5]([CH:39]=[CH:40][CH:41]=1)[CH2:6][N:7]([CH:18]1[CH2:23][CH2:22][N:21]([CH:24]([CH3:38])[CH2:25][CH2:26][NH:27][C:28]([C:30]2[C:31]([CH3:37])=[N:32][CH:33]=[N:34][C:35]=2[CH3:36])=[O:29])[CH2:20][CH2:19]1)[C:8]1[CH:13]=[CH:12][C:11]([O:14]C(=O)C)=[CH:10][CH:9]=1)#[N:2].C([O-])([O-])=O.[K+].[K+].Br[CH2:49][C:50]([O:52][CH3:53])=[O:51], predict the reaction product. The product is: [CH3:53][O:52][C:50](=[O:51])[CH2:49][O:14][C:11]1[CH:10]=[CH:9][C:8]([N:7]([CH2:6][C:5]2[CH:39]=[CH:40][CH:41]=[C:3]([C:1]#[N:2])[CH:4]=2)[CH:18]2[CH2:23][CH2:22][N:21]([CH:24]([CH3:38])[CH2:25][CH2:26][NH:27][C:28]([C:30]3[C:31]([CH3:37])=[N:32][CH:33]=[N:34][C:35]=3[CH3:36])=[O:29])[CH2:20][CH2:19]2)=[CH:13][CH:12]=1.